This data is from NCI-60 drug combinations with 297,098 pairs across 59 cell lines. The task is: Regression. Given two drug SMILES strings and cell line genomic features, predict the synergy score measuring deviation from expected non-interaction effect. (1) Drug 1: CN1CCC(CC1)COC2=C(C=C3C(=C2)N=CN=C3NC4=C(C=C(C=C4)Br)F)OC. Drug 2: COC1=NC(=NC2=C1N=CN2C3C(C(C(O3)CO)O)O)N. Cell line: NCI-H226. Synergy scores: CSS=4.15, Synergy_ZIP=-0.387, Synergy_Bliss=-1.21, Synergy_Loewe=-10.9, Synergy_HSA=-2.47. (2) Drug 1: C1=NC2=C(N1)C(=S)N=C(N2)N. Drug 2: CC(C)(C#N)C1=CC(=CC(=C1)CN2C=NC=N2)C(C)(C)C#N. Cell line: MOLT-4. Synergy scores: CSS=64.9, Synergy_ZIP=6.18, Synergy_Bliss=7.06, Synergy_Loewe=2.90, Synergy_HSA=7.01. (3) Drug 1: CCCCCOC(=O)NC1=NC(=O)N(C=C1F)C2C(C(C(O2)C)O)O. Drug 2: CN(CCCl)CCCl.Cl. Cell line: SF-268. Synergy scores: CSS=-0.663, Synergy_ZIP=-3.44, Synergy_Bliss=-1.76, Synergy_Loewe=-11.2, Synergy_HSA=-2.36. (4) Synergy scores: CSS=16.2, Synergy_ZIP=-4.24, Synergy_Bliss=-0.904, Synergy_Loewe=0.253, Synergy_HSA=0.317. Cell line: UACC62. Drug 2: CC(C1=C(C=CC(=C1Cl)F)Cl)OC2=C(N=CC(=C2)C3=CN(N=C3)C4CCNCC4)N. Drug 1: CC(CN1CC(=O)NC(=O)C1)N2CC(=O)NC(=O)C2.